Dataset: Catalyst prediction with 721,799 reactions and 888 catalyst types from USPTO. Task: Predict which catalyst facilitates the given reaction. (1) Reactant: [CH3:1][N:2]1[C:6]([CH3:7])=[C:5](/[CH:8]=[CH:9]/[C:10]([O:12]CC)=[O:11])[CH:4]=[N:3]1.[OH-].[Na+].Cl. Product: [CH3:1][N:2]1[C:6]([CH3:7])=[C:5](/[CH:8]=[CH:9]/[C:10]([OH:12])=[O:11])[CH:4]=[N:3]1. The catalyst class is: 5. (2) Reactant: [NH2:1][C:2]1[CH:7]=[CH:6][C:5]([B:8]2[O:16][C:13]([CH3:15])([CH3:14])[C:10]([CH3:12])([CH3:11])[O:9]2)=[CH:4][CH:3]=1.[C:17](=[O:20])(O)[O-].[Na+].C1(OC(Cl)=O)C=CC=CC=1.[NH2:32][C:33]1[CH:37]=[CH:36][O:35][N:34]=1. Product: [O:35]1[CH:36]=[CH:37][C:33]([NH:32][C:17](=[O:20])[NH:1][C:2]2[CH:7]=[CH:6][C:5]([B:8]3[O:16][C:13]([CH3:15])([CH3:14])[C:10]([CH3:11])([CH3:12])[O:9]3)=[CH:4][CH:3]=2)=[N:34]1. The catalyst class is: 1. (3) Reactant: [O:1]1[CH:5]=[CH:4][C:3]([C:6]([NH:8][C:9]2[CH:10]=[CH:11][C:12]([CH3:24])=[C:13]([C:15]3[CH:20]=[CH:19][C:18]([C:21]([OH:23])=O)=[CH:17][CH:16]=3)[CH:14]=2)=[O:7])=[CH:2]1.[N:25]1([CH2:31][C:32]2[CH:33]=[C:34]([CH:37]=[CH:38][CH:39]=2)[CH2:35][NH2:36])[CH2:30][CH2:29][O:28][CH2:27][CH2:26]1.CN(C(ON1N=NC2C=CC=NC1=2)=[N+](C)C)C.F[P-](F)(F)(F)(F)F.C1C=CC2N(O)N=NC=2C=1.CCN(C(C)C)C(C)C. Product: [CH3:24][C:12]1[C:13]([C:15]2[CH:16]=[CH:17][C:18]([C:21]([NH:36][CH2:35][C:34]3[CH:37]=[CH:38][CH:39]=[C:32]([CH2:31][N:25]4[CH2:30][CH2:29][O:28][CH2:27][CH2:26]4)[CH:33]=3)=[O:23])=[CH:19][CH:20]=2)=[CH:14][C:9]([NH:8][C:6]([C:3]2[CH:4]=[CH:5][O:1][CH:2]=2)=[O:7])=[CH:10][CH:11]=1. The catalyst class is: 39.